This data is from Reaction yield outcomes from USPTO patents with 853,638 reactions. The task is: Predict the reaction yield, written as a fraction of the theoretical maximum amount of product (1.0 means a 100% yield; for example, 0.34 means a 34% yield). The reactants are [CH3:1][C:2]1([CH3:26])[CH2:6][C:5]2([CH2:11][CH2:10][CH2:9][N:8]([CH:12]3[CH2:17][CH2:16][N:15](C(OC(C)(C)C)=O)[CH2:14][CH2:13]3)[CH2:7]2)[C:4](=[O:25])[O:3]1.C(OCC)(=O)C.[ClH:33]. The product is [ClH:33].[ClH:33].[CH3:1][C:2]1([CH3:26])[CH2:6][C:5]2([CH2:11][CH2:10][CH2:9][N:8]([CH:12]3[CH2:13][CH2:14][NH:15][CH2:16][CH2:17]3)[CH2:7]2)[C:4](=[O:25])[O:3]1. No catalyst specified. The yield is 0.990.